This data is from Forward reaction prediction with 1.9M reactions from USPTO patents (1976-2016). The task is: Predict the product of the given reaction. (1) Given the reactants [Cl:1][C:2]1[CH:3]=[C:4]([N:22]([CH2:29][CH3:30])[C@H:23]2[C@H:27]([OH:28])[CH2:26][O:25][CH2:24]2)[C:5]([CH3:21])=[C:6]([CH:20]=1)[C:7]([NH:9][CH2:10][C:11]1[C:12]([CH3:19])=[N:13][N:14]([CH3:18])[C:15]=1[O:16]C)=[O:8].[Na+].[I-].C[Si](Cl)(C)C, predict the reaction product. The product is: [Cl:1][C:2]1[CH:3]=[C:4]([N:22]([CH2:29][CH3:30])[C@H:23]2[C@H:27]([OH:28])[CH2:26][O:25][CH2:24]2)[C:5]([CH3:21])=[C:6]([CH:20]=1)[C:7]([NH:9][CH2:10][C:11]1[C:15](=[O:16])[N:14]([CH3:18])[NH:13][C:12]=1[CH3:19])=[O:8]. (2) Given the reactants [CH3:1][CH:2]([N:4]([CH2:9][C@H:10]1[CH2:15][N:14](C(OC(C)(C)C)=O)[CH2:13][CH2:12][N:11]1C(OC(C)(C)C)=O)[S:5]([CH3:8])(=[O:7])=[O:6])[CH3:3].[ClH:30], predict the reaction product. The product is: [ClH:30].[ClH:30].[CH3:3][CH:2]([N:4]([CH2:9][C@H:10]1[CH2:15][NH:14][CH2:13][CH2:12][NH:11]1)[S:5]([CH3:8])(=[O:6])=[O:7])[CH3:1].